From a dataset of Catalyst prediction with 721,799 reactions and 888 catalyst types from USPTO. Predict which catalyst facilitates the given reaction. (1) Reactant: [CH3:1][O:2][C:3]1[CH:4]=[C:5]([C:9]([CH3:16])([CH3:15])[C:10]([O:12]CC)=[O:11])[CH:6]=[CH:7][CH:8]=1.[OH-].[Na+]. Product: [CH3:1][O:2][C:3]1[CH:4]=[C:5]([C:9]([CH3:16])([CH3:15])[C:10]([OH:12])=[O:11])[CH:6]=[CH:7][CH:8]=1. The catalyst class is: 14. (2) Product: [C:23]([O:22][C:20]([NH:19][C:9]1[C:8]([NH:7][C:6]([O:5][C:1]([CH3:2])([CH3:3])[CH3:4])=[O:27])=[CH:13][C:12]([S:14][S:28]([C:31]2[CH:37]=[CH:36][C:34]([CH3:35])=[CH:33][CH:32]=2)(=[O:30])=[O:29])=[C:11]([C:15]([CH3:16])([CH3:17])[CH3:18])[CH:10]=1)=[O:21])([CH3:26])([CH3:25])[CH3:24]. Reactant: [C:1]([O:5][C:6](=[O:27])[NH:7][C:8]1[CH:13]=[C:12]([SH:14])[C:11]([C:15]([CH3:18])([CH3:17])[CH3:16])=[CH:10][C:9]=1[NH:19][C:20]([O:22][C:23]([CH3:26])([CH3:25])[CH3:24])=[O:21])([CH3:4])([CH3:3])[CH3:2].[S:28](Br)([C:31]1[CH:37]=[CH:36][C:34]([CH3:35])=[CH:33][CH:32]=1)(=[O:30])=[O:29].N1C=CC=CC=1. The catalyst class is: 25. (3) Reactant: [C:1]([O:5][C:6]([N:8]1[CH2:13][CH2:12][CH:11]([O:14][C:15]2[CH:24]=[C:23]([C:25]([CH3:28])([CH3:27])[CH3:26])[CH:22]=[CH:21][C:16]=2[C:17]([O:19]C)=[O:18])[CH2:10][CH2:9]1)=[O:7])([CH3:4])([CH3:3])[CH3:2]. Product: [C:1]([O:5][C:6]([N:8]1[CH2:13][CH2:12][CH:11]([O:14][C:15]2[CH:24]=[C:23]([C:25]([CH3:28])([CH3:27])[CH3:26])[CH:22]=[CH:21][C:16]=2[C:17]([OH:19])=[O:18])[CH2:10][CH2:9]1)=[O:7])([CH3:4])([CH3:3])[CH3:2]. The catalyst class is: 20. (4) Reactant: [Cl:1][C:2]1[CH:7]=[CH:6][C:5]([N:8]=[C:9]=[S:10])=[CH:4][CH:3]=1.[NH:11]1[CH2:15][CH2:14][C@@H:13]([OH:16])[CH2:12]1. Product: [Cl:1][C:2]1[CH:7]=[CH:6][C:5]([NH:8][C:9]([N:11]2[CH2:15][CH2:14][C@@H:13]([OH:16])[CH2:12]2)=[S:10])=[CH:4][CH:3]=1. The catalyst class is: 8. (5) Reactant: [N:1]([CH2:4][C@@H:5]([OH:16])[C@@H:6]([NH:14][CH3:15])[CH2:7][C:8]1[CH:13]=[CH:12][CH:11]=[CH:10][CH:9]=1)=[N+:2]=[N-:3].[C:17]([OH:25])(=O)[C:18]1[CH:23]=[CH:22][CH:21]=[CH:20][CH:19]=1.C1C=CC2N(O)N=NC=2C=1.CCN(C(C)C)C(C)C.Cl. Product: [N:1]([CH2:4][C@@H:5]([OH:16])[C@@H:6]([N:14]([CH3:15])[C:17](=[O:25])[C:18]1[CH:19]=[CH:20][CH:21]=[CH:22][CH:23]=1)[CH2:7][C:8]1[CH:13]=[CH:12][CH:11]=[CH:10][CH:9]=1)=[N+:2]=[N-:3]. The catalyst class is: 607. (6) Reactant: [Cl:1][C:2]1[CH:17]=[CH:16][C:5]2[O:6][C:7]3[CH:15]=[CH:14][CH:13]=[CH:12][C:8]=3[C:9](=O)[NH:10][C:4]=2[CH:3]=1.COC1C=CC(P2(=S)SP(=S)([C:30]3[CH:35]=CC(OC)=CC=3)S2)=CC=1.CI.[NH:42]1[CH2:47]C[NH:45][CH2:44][CH2:43]1. Product: [Cl:1][C:2]1[CH:17]=[CH:16][C:5]2[O:6][C:7]3[CH:15]=[CH:14][CH:13]=[CH:12][C:8]=3[C:9]([N:45]3[CH2:30][CH2:35][N:42]([CH3:47])[CH2:43][CH2:44]3)=[N:10][C:4]=2[CH:3]=1. The catalyst class is: 11. (7) Reactant: [Br:1][C:2]1[CH:7]=[C:6]([Br:8])[CH:5]=[C:4]([CH:9]=O)[C:3]=1[S:11]C(=O)N(C)C.[OH-].[Na+].C(O)(=O)CC(CC(O)=O)(C(O)=O)O.[Br:32][C:33]1[CH:38]=[CH:37][C:36]([CH:39]=[CH:40][N+:41]([O-:43])=[O:42])=[CH:35][CH:34]=1.N1CCCCC1C(O)=O. Product: [Br:8][C:6]1[CH:5]=[C:4]2[C:3](=[C:2]([Br:1])[CH:7]=1)[S:11][CH:39]([C:36]1[CH:35]=[CH:34][C:33]([Br:32])=[CH:38][CH:37]=1)[C:40]([N+:41]([O-:43])=[O:42])=[CH:9]2. The catalyst class is: 24.